From a dataset of Reaction yield outcomes from USPTO patents with 853,638 reactions. Predict the reaction yield, written as a fraction of the theoretical maximum amount of product (1.0 means a 100% yield; for example, 0.34 means a 34% yield). The reactants are Br[CH2:2][C:3]1[CH:12]=[CH:11][C:6]([C:7]([O:9][CH3:10])=[O:8])=[CH:5][CH:4]=1.[F:13][C:14]([F:30])([F:29])[O:15][C:16]1[CH:21]=[CH:20][C:19](C2C=CC(O)=CC=2)=[CH:18][CH:17]=1.CCOC(C)=O. The catalyst is COCCOC.C([O-])([O-])=O.[K+].[K+].[Pd].C1(P(C2C=CC=CC=2)C2C=CC=CC=2)C=CC=CC=1.C1(P(C2C=CC=CC=2)C2C=CC=CC=2)C=CC=CC=1.C1(P(C2C=CC=CC=2)C2C=CC=CC=2)C=CC=CC=1.C1(P(C2C=CC=CC=2)C2C=CC=CC=2)C=CC=CC=1. The product is [F:13][C:14]([F:29])([F:30])[O:15][C:16]1[CH:21]=[CH:20][C:19]([CH2:2][C:3]2[CH:12]=[CH:11][C:6]([C:7]([O:9][CH3:10])=[O:8])=[CH:5][CH:4]=2)=[CH:18][CH:17]=1. The yield is 0.680.